From a dataset of Forward reaction prediction with 1.9M reactions from USPTO patents (1976-2016). Predict the product of the given reaction. (1) Given the reactants [Cl:1][C:2]1[C:9]([CH3:10])=[C:8]([C:11]2[CH:15]=[CH:14][NH:13][N:12]=2)[CH:7]=[CH:6][C:3]=1[C:4]#[N:5].[O-]CC.[Na+].CS(O[CH2:25][C@H:26]([NH:28][C:29]([O:31][C:32]([CH3:35])([CH3:34])[CH3:33])=[O:30])[CH3:27])(=O)=O, predict the reaction product. The product is: [Cl:1][C:2]1[C:9]([CH3:10])=[C:8]([C:11]2[CH:15]=[CH:14][N:13]([CH2:27][C@H:26]([NH:28][C:29](=[O:30])[O:31][C:32]([CH3:33])([CH3:35])[CH3:34])[CH3:25])[N:12]=2)[CH:7]=[CH:6][C:3]=1[C:4]#[N:5]. (2) Given the reactants Cl[C:2]1[CH:3]=[C:4]([C:14]([NH:16][CH2:17][C:18]2[C:19](=[O:26])[NH:20][C:21]([CH3:25])=[CH:22][C:23]=2[CH3:24])=[O:15])[C:5]2[CH:10]=[N:9][N:8]([CH:11]([CH3:13])[CH3:12])[C:6]=2[N:7]=1.C(O)C.[NH:30]1[CH2:35][CH2:34][O:33][CH2:32][CH2:31]1, predict the reaction product. The product is: [CH3:24][C:23]1[CH:22]=[C:21]([CH3:25])[NH:20][C:19](=[O:26])[C:18]=1[CH2:17][NH:16][C:14]([C:4]1[C:5]2[CH:10]=[N:9][N:8]([CH:11]([CH3:13])[CH3:12])[C:6]=2[N:7]=[C:2]([N:30]2[CH2:35][CH2:34][O:33][CH2:32][CH2:31]2)[CH:3]=1)=[O:15]. (3) Given the reactants O.[OH:2][C@H:3]([CH2:24][NH:25][CH2:26][C:27]1[CH:28]=[N:29][CH:30]=[C:31]([CH:33]([CH3:35])[CH3:34])[CH:32]=1)[C@@H:4]([NH:12][C:13]([C:15]1[CH:16]=[C:17]([CH:21]=[CH:22][CH:23]=1)[C:18](O)=[O:19])=[O:14])[CH2:5][C:6]1[CH:11]=[CH:10][CH:9]=[CH:8][CH:7]=1.CCN=C=NCCCN(C)C.Cl.Cl.[CH3:49][O:50][C:51]([C@H:53]1[CH2:57][CH2:56][CH2:55][NH:54]1)=[O:52].CCN(C(C)C)C(C)C.O1C2C=CC=CC=2C=C1CNC(=O)OC(C)(C)C, predict the reaction product. The product is: [OH:2][C@H:3]([CH2:24][NH:25][CH2:26][C:27]1[CH:28]=[N:29][CH:30]=[C:31]([CH:33]([CH3:34])[CH3:35])[CH:32]=1)[C@@H:4]([NH:12][C:13]([C:15]1[CH:16]=[C:17]([CH:21]=[CH:22][CH:23]=1)[C:18]([N:54]1[CH2:55][CH2:56][CH2:57][C@@H:53]1[C:51]([O:50][CH3:49])=[O:52])=[O:19])=[O:14])[CH2:5][C:6]1[CH:11]=[CH:10][CH:9]=[CH:8][CH:7]=1. (4) The product is: [O:78]1[C:82]2[CH:83]=[CH:84][CH:85]=[CH:86][C:81]=2[C:80]([CH2:87][C:88]([NH:39][C@H:40]([C:50]2[C:55]([C:56]3[CH:57]=[CH:58][C:59]([Cl:71])=[C:60]4[C:64]=3[N:63]([CH3:65])[N:62]=[C:61]4[NH:66][S:67]([CH3:70])(=[O:68])=[O:69])=[CH:54][CH:53]=[C:52]([C:72]#[C:73][C:74]([OH:77])([CH3:75])[CH3:76])[N:51]=2)[CH2:41][C:42]2[CH:47]=[C:46]([F:48])[CH:45]=[C:44]([F:49])[CH:43]=2)=[O:89])=[N:79]1. Given the reactants BrC1C([C@@H](NC(=O)CN2C3C(F)(F)CCC(F)(F)C=3C(C(F)F)=N2)CC2C=C(F)C=C(F)C=2)=NC=C(Br)C=1.[NH2:39][C@H:40]([C:50]1[C:55]([C:56]2[CH:57]=[CH:58][C:59]([Cl:71])=[C:60]3[C:64]=2[N:63]([CH3:65])[N:62]=[C:61]3[NH:66][S:67]([CH3:70])(=[O:69])=[O:68])=[CH:54][CH:53]=[C:52]([C:72]#[C:73][C:74]([OH:77])([CH3:76])[CH3:75])[N:51]=1)[CH2:41][C:42]1[CH:47]=[C:46]([F:48])[CH:45]=[C:44]([F:49])[CH:43]=1.[O:78]1[C:82]2[CH:83]=[CH:84][CH:85]=[CH:86][C:81]=2[C:80]([CH2:87][C:88](O)=[O:89])=[N:79]1, predict the reaction product. (5) Given the reactants [CH3:13][C:12]([O:11][C:9](O[C:9]([O:11][C:12]([CH3:15])([CH3:14])[CH3:13])=[O:10])=[O:10])([CH3:15])[CH3:14].[CH2:16]([O:18][C:19]([CH:21]1[CH2:26][NH:25][C:24]2[CH:27]=[C:28]([Cl:32])[CH:29]=[C:30]([Br:31])[C:23]=2[O:22]1)=[O:20])[CH3:17], predict the reaction product. The product is: [CH3:17][CH2:16][O:18][C:19]([CH:21]1[CH2:26][N:25]([C:9]([O:11][C:12]([CH3:13])([CH3:14])[CH3:15])=[O:10])[C:24]2[CH:27]=[C:28]([Cl:32])[CH:29]=[C:30]([Br:31])[C:23]=2[O:22]1)=[O:20]. (6) Given the reactants [C:1]1([C:7]2[C:8]([N:21]3[CH2:26][CH2:25][CH2:24][CH2:23][CH2:22]3)=[N:9][C:10]3[C:15]([N:16]=2)=[CH:14][C:13]([C:17]([O:19]C)=[O:18])=[CH:12][CH:11]=3)[CH:6]=[CH:5][CH:4]=[CH:3][CH:2]=1.[OH-].[Na+].Cl, predict the reaction product. The product is: [C:1]1([C:7]2[C:8]([N:21]3[CH2:26][CH2:25][CH2:24][CH2:23][CH2:22]3)=[N:9][C:10]3[C:15]([N:16]=2)=[CH:14][C:13]([C:17]([OH:19])=[O:18])=[CH:12][CH:11]=3)[CH:2]=[CH:3][CH:4]=[CH:5][CH:6]=1.